Dataset: Forward reaction prediction with 1.9M reactions from USPTO patents (1976-2016). Task: Predict the product of the given reaction. (1) The product is: [F:1][C:2]1[CH:3]=[C:4]([C:5]2[O:6][CH:15]=[N:14][C:16]=2[CH3:17])[CH:7]=[CH:8][C:9]=1[C:10]([F:11])([F:12])[F:13]. Given the reactants [F:1][C:2]1[CH:3]=[C:4]([CH:7]=[CH:8][C:9]=1[C:10]([F:13])([F:12])[F:11])[CH:5]=[O:6].[N+:14]([CH:16](S(C1C=CC(C)=CC=1)(=O)=O)[CH3:17])#[C-:15].C(=O)([O-])[O-].[K+].[K+].O, predict the reaction product. (2) Given the reactants [CH2:1]([O:3][C:4]([C@@:6]1([NH:11][C:12]([C@@H:14]2[CH2:18][C@@H:17]([O:19][C:20]3[C:29]4[C:24](=[C:25]([CH3:32])[C:26]([O:30][CH3:31])=[CH:27][CH:28]=4)[N:23]=[C:22]([C:33]4[S:34][CH:35]=[C:36]([CH:38]([CH3:40])[CH3:39])[N:37]=4)[CH:21]=3)[CH2:16][C@H:15]2[C:41](O)=[O:42])=[O:13])[CH2:8][C@H:7]1[CH:9]=[CH2:10])=[O:5])[CH3:2].[CH3:44][NH:45][CH2:46][CH2:47][CH2:48][CH2:49][CH:50]=[CH2:51].C(OC(N1C2C(=CC=CC=2)C=CC1OCC)=O)C.CC1CCCO1.Cl, predict the reaction product. The product is: [CH2:46]([N:45]([CH3:44])[C:41]([C@@H:15]1[CH2:16][C@H:17]([O:19][C:20]2[C:29]3[C:24](=[C:25]([CH3:32])[C:26]([O:30][CH3:31])=[CH:27][CH:28]=3)[N:23]=[C:22]([C:33]3[S:34][CH:35]=[C:36]([CH:38]([CH3:39])[CH3:40])[N:37]=3)[CH:21]=2)[CH2:18][C@H:14]1[C:12]([NH:11][C@:6]1([C:4]([O:3][CH2:1][CH3:2])=[O:5])[CH2:8][C@H:7]1[CH:9]=[CH2:10])=[O:13])=[O:42])[CH2:47][CH2:48][CH2:49][CH:50]=[CH2:51]. (3) Given the reactants C([O:3][C:4](=[O:33])[CH2:5][CH:6]([N:10]1[C:14]2[CH:15]=[CH:16][CH:17]=[CH:18][C:13]=2[N:12]([CH2:19][C:20]2[CH:21]=[CH:22][CH:23]=[C:24]3[C:28]=2[N:27]([CH3:29])[C:26]([CH3:30])=[C:25]3[CH3:31])[C:11]1=[O:32])[CH2:7][CH2:8][CH3:9])C.[Li+].[OH-], predict the reaction product. The product is: [O:32]=[C:11]1[N:10]([CH:6]([CH2:7][CH2:8][CH3:9])[CH2:5][C:4]([OH:33])=[O:3])[C:14]2[CH:15]=[CH:16][CH:17]=[CH:18][C:13]=2[N:12]1[CH2:19][C:20]1[CH:21]=[CH:22][CH:23]=[C:24]2[C:28]=1[N:27]([CH3:29])[C:26]([CH3:30])=[C:25]2[CH3:31]. (4) Given the reactants Cl.[O:2]1[C:6]2[CH:7]=[CH:8][C:9]([C:11]3[NH:12][C:13]4[N:14]([N:18]=[CH:19][C:20]=4[C:21](=[NH:26])[O:22][CH2:23][C:24]#[CH:25])[C:15](=[O:17])[CH:16]=3)=[CH:10][C:5]=2[O:4][CH2:3]1.CCN(C(C)C)C(C)C, predict the reaction product. The product is: [O:2]1[C:6]2[CH:7]=[CH:8][C:9]([C:11]3[NH:12][C:13]4[N:14]([N:18]=[CH:19][C:20]=4[C:21]4[O:22][CH:23]=[C:24]([CH3:25])[N:26]=4)[C:15](=[O:17])[CH:16]=3)=[CH:10][C:5]=2[O:4][CH2:3]1. (5) Given the reactants [CH3:1][O:2][C:3](=[O:24])[CH2:4][CH:5]([C:12]1[CH:17]=[CH:16][C:15]([O:18][CH3:19])=[C:14]([S:20](Cl)(=[O:22])=[O:21])[CH:13]=1)[C:6]1[CH:11]=[CH:10][CH:9]=[CH:8][CH:7]=1.C(N(CC)CC)C.Cl.[NH2:33][C:34]([NH2:36])=[NH:35], predict the reaction product. The product is: [CH3:1][O:2][C:3](=[O:24])[CH2:4][CH:5]([C:12]1[CH:17]=[CH:16][C:15]([O:18][CH3:19])=[C:14]([S:20](=[O:22])(=[O:21])[N:33]=[C:34]([NH2:36])[NH2:35])[CH:13]=1)[C:6]1[CH:11]=[CH:10][CH:9]=[CH:8][CH:7]=1.